From a dataset of NCI-60 drug combinations with 297,098 pairs across 59 cell lines. Regression. Given two drug SMILES strings and cell line genomic features, predict the synergy score measuring deviation from expected non-interaction effect. (1) Drug 1: CC12CCC(CC1=CCC3C2CCC4(C3CC=C4C5=CN=CC=C5)C)O. Drug 2: C(CC(=O)O)C(=O)CN.Cl. Cell line: SF-539. Synergy scores: CSS=5.91, Synergy_ZIP=-5.32, Synergy_Bliss=-4.26, Synergy_Loewe=-2.47, Synergy_HSA=-2.44. (2) Drug 1: C1=CN(C=N1)CC(O)(P(=O)(O)O)P(=O)(O)O. Synergy scores: CSS=40.2, Synergy_ZIP=0.930, Synergy_Bliss=-0.925, Synergy_Loewe=-26.9, Synergy_HSA=-1.70. Drug 2: CC1=C(C(=O)C2=C(C1=O)N3CC4C(C3(C2COC(=O)N)OC)N4)N. Cell line: CAKI-1.